This data is from Forward reaction prediction with 1.9M reactions from USPTO patents (1976-2016). The task is: Predict the product of the given reaction. (1) Given the reactants [N+:1]([CH:4]=[CH:5][C:6]1[S:10][C:9]2[CH:11]=[CH:12][CH:13]=[CH:14][C:8]=2[CH:7]=1)([O-])=O.[H-].[H-].[H-].[H-].[Li+].[Al+3], predict the reaction product. The product is: [S:10]1[C:6]([CH2:5][CH2:4][NH2:1])=[CH:7][C:8]2[CH:14]=[CH:13][CH:12]=[CH:11][C:9]1=2. (2) Given the reactants FC(F)(F)CC(=O)[S:5][C:6]1[CH:11]=[CH:10][C:9]([NH:12][C:13](=[O:19])[CH2:14][C:15]([F:18])([F:17])[F:16])=[CH:8][CH:7]=1.CCO.Cl, predict the reaction product. The product is: [F:18][C:15]([F:16])([F:17])[CH2:14][C:13]([NH:12][C:9]1[CH:10]=[CH:11][C:6]([SH:5])=[CH:7][CH:8]=1)=[O:19]. (3) The product is: [CH:19]1([NH:22][CH:15]2[CH2:16][CH2:17][N:12]([C:5]3[CH:6]=[CH:7][C:8]([N+:9]([O-:11])=[O:10])=[C:3]([O:2][CH3:1])[CH:4]=3)[CH2:13][CH2:14]2)[CH2:21][CH2:20]1. Given the reactants [CH3:1][O:2][C:3]1[CH:4]=[C:5]([N:12]2[CH2:17][CH2:16][C:15](=O)[CH2:14][CH2:13]2)[CH:6]=[CH:7][C:8]=1[N+:9]([O-:11])=[O:10].[CH:19]1([NH2:22])[CH2:21][CH2:20]1.C(O[BH-](OC(=O)C)OC(=O)C)(=O)C.[Na+].C1COCC1, predict the reaction product. (4) Given the reactants C([O:5][C:6]([CH2:8][C:9]1[N:13]2[CH:14]=[C:15]([CH3:18])[CH:16]=[CH:17][C:12]2=[N:11][C:10]=1[C:19]1[CH:28]=[CH:27][C:22](C(OC)=O)=[CH:21][CH:20]=1)=[O:7])(C)(C)C.F[C:30](F)(F)[C:31]([OH:33])=[O:32], predict the reaction product. The product is: [C:31]([CH2:30][C:22]1[CH:21]=[CH:20][C:19]([C:10]2[N:11]=[C:12]3[CH:17]=[CH:16][C:15]([CH3:18])=[CH:14][N:13]3[C:9]=2[CH2:8][C:6]([OH:5])=[O:7])=[CH:28][CH:27]=1)([OH:33])=[O:32]. (5) Given the reactants [C:1]([N:8]1[CH2:13][CH2:12][CH:11]([CH2:14][OH:15])[CH2:10][CH2:9]1)([O:3][C:4]([CH3:7])([CH3:6])[CH3:5])=[O:2].[H-].[Na+].Br[CH2:19][CH:20]1[CH2:22][CH2:21]1, predict the reaction product. The product is: [CH:20]1([CH2:19][O:15][CH2:14][CH:11]2[CH2:12][CH2:13][N:8]([C:1]([O:3][C:4]([CH3:7])([CH3:6])[CH3:5])=[O:2])[CH2:9][CH2:10]2)[CH2:22][CH2:21]1. (6) Given the reactants Cl[C:2]1[C:11]2[C:6](=[CH:7][CH:8]=[CH:9][CH:10]=2)[N:5]=[CH:4][C:3]=1[F:12].O.[C:14](=[O:17])([O-])[O-].[K+].[K+].B1(C=C)OB([CH:26]=[CH2:27])OB(C=C)O1.C1C=CN=CC=1, predict the reaction product. The product is: [F:12][C:3]1[CH:4]=[N:5][C:6]2[C:11]([C:2]=1[CH:26]=[CH2:27])=[CH:10][C:9]([O:17][CH3:14])=[CH:8][CH:7]=2. (7) Given the reactants [F:1][C:2]1[CH:3]=[C:4]([NH2:21])[CH:5]=[CH:6][C:7]=1[O:8][C:9]1[C:10]2[N:17]([CH:18]([CH3:20])[CH3:19])[CH:16]=[CH:15][C:11]=2[N:12]=[CH:13][N:14]=1.[C:22]1([CH2:28][C:29]([N:31]=[C:32]=[S:33])=[O:30])[CH:27]=[CH:26][CH:25]=[CH:24][CH:23]=1, predict the reaction product. The product is: [F:1][C:2]1[CH:3]=[C:4]([NH:21][C:32]([NH:31][C:29](=[O:30])[CH2:28][C:22]2[CH:23]=[CH:24][CH:25]=[CH:26][CH:27]=2)=[S:33])[CH:5]=[CH:6][C:7]=1[O:8][C:9]1[C:10]2[N:17]([CH:18]([CH3:19])[CH3:20])[CH:16]=[CH:15][C:11]=2[N:12]=[CH:13][N:14]=1.